Dataset: Forward reaction prediction with 1.9M reactions from USPTO patents (1976-2016). Task: Predict the product of the given reaction. (1) Given the reactants CC(C)([O-])C.[K+].Cl.[CH3:8][O:9][C:10]1[CH:11]=[C:12]2[C:17](=[CH:18][CH:19]=1)[CH2:16][NH:15][CH2:14][CH2:13]2.Br[C:21]1[CH:26]=[C:25]([CH3:27])[C:24]([NH:28][C:29](=[O:35])[CH2:30][C:31]([CH3:34])([CH3:33])[CH3:32])=[C:23]([CH3:36])[CH:22]=1, predict the reaction product. The product is: [CH3:8][O:9][C:10]1[CH:11]=[C:12]2[C:17](=[CH:18][CH:19]=1)[CH2:16][N:15]([C:21]1[CH:26]=[C:25]([CH3:27])[C:24]([NH:28][C:29](=[O:35])[CH2:30][C:31]([CH3:32])([CH3:33])[CH3:34])=[C:23]([CH3:36])[CH:22]=1)[CH2:14][CH2:13]2. (2) Given the reactants [OH:1][CH2:2][C:3]1[CH:8]=[CH:7][C:6]([S:9]([C:12]([F:15])([F:14])[F:13])(=[O:11])=[O:10])=[CH:5][C:4]=1[OH:16].[Br:17][CH2:18][CH:19](OC)OC.OS(O)(=O)=O, predict the reaction product. The product is: [Br:17][CH2:18][CH:19]1[O:16][C:4]2[CH:5]=[C:6]([S:9]([C:12]([F:13])([F:14])[F:15])(=[O:10])=[O:11])[CH:7]=[CH:8][C:3]=2[CH2:2][O:1]1. (3) Given the reactants C[O:2][C:3](=O)[CH2:4][C:5]1([CH3:11])[CH2:10][CH2:9][CH2:8][CH2:7][CH2:6]1.[H-].[H-].[H-].[H-].[Li+].[Al+3], predict the reaction product. The product is: [CH3:11][C:5]1([CH2:4][CH2:3][OH:2])[CH2:10][CH2:9][CH2:8][CH2:7][CH2:6]1. (4) Given the reactants [CH3:1][O:2][C:3]1[CH:8]=[CH:7][C:6]([C:9]2[CH:14]=[CH:13][N:12]=[C:11]3[NH:15][C:16]([C:18]4[CH:23]=[CH:22][N:21]=[C:20]([C:24]([O:26]C)=O)[CH:19]=4)=[N:17][C:10]=23)=[CH:5][CH:4]=1.[CH3:28][N:29]1[CH2:34][CH2:33][NH:32][CH2:31][CH2:30]1, predict the reaction product. The product is: [CH3:1][O:2][C:3]1[CH:8]=[CH:7][C:6]([C:9]2[CH:14]=[CH:13][N:12]=[C:11]3[NH:15][C:16]([C:18]4[CH:23]=[CH:22][N:21]=[C:20]([C:24]([N:32]5[CH2:33][CH2:34][N:29]([CH3:28])[CH2:30][CH2:31]5)=[O:26])[CH:19]=4)=[N:17][C:10]=23)=[CH:5][CH:4]=1.